This data is from Peptide-MHC class I binding affinity with 185,985 pairs from IEDB/IMGT. The task is: Regression. Given a peptide amino acid sequence and an MHC pseudo amino acid sequence, predict their binding affinity value. This is MHC class I binding data. The peptide sequence is VLYCVHQEI. The MHC is HLA-A26:03 with pseudo-sequence HLA-A26:03. The binding affinity (normalized) is 0.0847.